From a dataset of NCI-60 drug combinations with 297,098 pairs across 59 cell lines. Regression. Given two drug SMILES strings and cell line genomic features, predict the synergy score measuring deviation from expected non-interaction effect. (1) Drug 1: C1C(C(OC1N2C=NC3=C2NC=NCC3O)CO)O. Drug 2: CC12CCC3C(C1CCC2OP(=O)(O)O)CCC4=C3C=CC(=C4)OC(=O)N(CCCl)CCCl.[Na+]. Cell line: SK-MEL-28. Synergy scores: CSS=4.83, Synergy_ZIP=-2.55, Synergy_Bliss=-0.561, Synergy_Loewe=0.632, Synergy_HSA=0.742. (2) Cell line: U251. Synergy scores: CSS=21.6, Synergy_ZIP=-0.278, Synergy_Bliss=-0.335, Synergy_Loewe=-37.1, Synergy_HSA=0.227. Drug 1: C1CCC(C1)C(CC#N)N2C=C(C=N2)C3=C4C=CNC4=NC=N3. Drug 2: CCC1=CC2CC(C3=C(CN(C2)C1)C4=CC=CC=C4N3)(C5=C(C=C6C(=C5)C78CCN9C7C(C=CC9)(C(C(C8N6C)(C(=O)OC)O)OC(=O)C)CC)OC)C(=O)OC.C(C(C(=O)O)O)(C(=O)O)O. (3) Drug 1: CC1=C(C(=CC=C1)Cl)NC(=O)C2=CN=C(S2)NC3=CC(=NC(=N3)C)N4CCN(CC4)CCO. Drug 2: CC12CCC3C(C1CCC2O)C(CC4=C3C=CC(=C4)O)CCCCCCCCCS(=O)CCCC(C(F)(F)F)(F)F. Cell line: HL-60(TB). Synergy scores: CSS=8.91, Synergy_ZIP=-0.989, Synergy_Bliss=3.07, Synergy_Loewe=-2.21, Synergy_HSA=-1.40. (4) Drug 1: CN1C(=O)N2C=NC(=C2N=N1)C(=O)N. Drug 2: C1CN(CCN1C(=O)CCBr)C(=O)CCBr. Cell line: UACC-257. Synergy scores: CSS=14.0, Synergy_ZIP=-1.02, Synergy_Bliss=0.734, Synergy_Loewe=-6.04, Synergy_HSA=-1.74.